From a dataset of Catalyst prediction with 721,799 reactions and 888 catalyst types from USPTO. Predict which catalyst facilitates the given reaction. The catalyst class is: 542. Product: [Cl:1][C:2]1[CH:8]=[C:7]([O:9][C:10]2[C:19]3[C:14](=[CH:15][C:16]([O:22][CH3:23])=[C:17]([O:20][CH3:21])[CH:18]=3)[N:13]=[CH:12][N:11]=2)[CH:6]=[CH:5][C:3]=1[NH:4][C:28]([NH:40][CH2:39][C:38]1[CH:41]=[CH:42][C:43]([F:45])=[CH:44][C:37]=1[F:36])=[O:34]. Reactant: [Cl:1][C:2]1[CH:8]=[C:7]([O:9][C:10]2[C:19]3[C:14](=[CH:15][C:16]([O:22][CH3:23])=[C:17]([O:20][CH3:21])[CH:18]=3)[N:13]=[CH:12][N:11]=2)[CH:6]=[CH:5][C:3]=1[NH2:4].ClC(Cl)(O[C:28](=[O:34])OC(Cl)(Cl)Cl)Cl.[F:36][C:37]1[CH:44]=[C:43]([F:45])[CH:42]=[CH:41][C:38]=1[CH2:39][NH2:40].